Dataset: Catalyst prediction with 721,799 reactions and 888 catalyst types from USPTO. Task: Predict which catalyst facilitates the given reaction. Reactant: CC(OI1(OC(C)=O)(OC(C)=O)OC(=O)C2C=CC=CC1=2)=O.[O:23]1[C:32]2[C:27](=[CH:28][CH:29]=[CH:30][CH:31]=2)[CH2:26][C@@H:25]([OH:33])[C@@H:24]1[C:34]1[CH:39]=[CH:38][CH:37]=[CH:36][CH:35]=1.C(=O)(O)[O-].[Na+].S([O-])([O-])(=O)=S.[Na+].[Na+]. Product: [O:23]1[C:32]2[C:27](=[CH:28][CH:29]=[CH:30][CH:31]=2)[CH2:26][C:25](=[O:33])[CH:24]1[C:34]1[CH:39]=[CH:38][CH:37]=[CH:36][CH:35]=1. The catalyst class is: 2.